This data is from Forward reaction prediction with 1.9M reactions from USPTO patents (1976-2016). The task is: Predict the product of the given reaction. Given the reactants [C:1]([O:5][C:6](=[O:29])[NH:7][C:8]1[CH:13]=[CH:12][CH:11]=[C:10]([CH2:14][CH:15]2[CH2:19][CH:18]([NH:20][C:21]([O:23][C:24]([CH3:27])([CH3:26])[CH3:25])=[O:22])[CH2:17][CH:16]2[OH:28])[N:9]=1)([CH3:4])([CH3:3])[CH3:2].C[N+]1([O-])CCOCC1, predict the reaction product. The product is: [C:1]([O:5][C:6](=[O:29])[NH:7][C:8]1[CH:13]=[CH:12][CH:11]=[C:10]([CH2:14][CH:15]2[CH2:19][CH:18]([NH:20][C:21]([O:23][C:24]([CH3:27])([CH3:26])[CH3:25])=[O:22])[CH2:17][C:16]2=[O:28])[N:9]=1)([CH3:2])([CH3:4])[CH3:3].